Dataset: Full USPTO retrosynthesis dataset with 1.9M reactions from patents (1976-2016). Task: Predict the reactants needed to synthesize the given product. (1) Given the product [Cl:21][C:22]1[CH:27]=[CH:26][CH:25]=[CH:24][C:23]=1[C:2]1[CH:3]=[N:4][CH:5]=[C:6]2[C:11]=1[N:10]=[C:9]([C:12]([NH:14][CH:15]([C:17]([OH:20])([CH3:19])[CH3:18])[CH3:16])=[O:13])[CH:8]=[CH:7]2, predict the reactants needed to synthesize it. The reactants are: Br[C:2]1[CH:3]=[N:4][CH:5]=[C:6]2[C:11]=1[N:10]=[C:9]([C:12]([NH:14][CH:15]([C:17]([OH:20])([CH3:19])[CH3:18])[CH3:16])=[O:13])[CH:8]=[CH:7]2.[Cl:21][C:22]1[CH:27]=[CH:26][CH:25]=[CH:24][C:23]=1B(O)O. (2) Given the product [Br:14][C:6]1[CH:7]=[C:8]([CH2:9][C:10]([CH3:13])([CH3:12])[CH3:11])[C:3]([O:2][CH3:1])=[N:4][CH:5]=1, predict the reactants needed to synthesize it. The reactants are: [CH3:1][O:2][C:3]1[C:8]([CH2:9][C:10]([CH3:13])([CH3:12])[CH3:11])=[CH:7][CH:6]=[CH:5][N:4]=1.[Br:14]N1C(=O)CCC1=O.O. (3) Given the product [C:9]([CH2:8][C@H:3]1[CH2:4][CH2:5][CH2:6][CH2:7][C@@H:2]1[NH:1][CH:13]1[CH2:18][CH2:17][N:16]([C:19]([O:21][C:22]([CH3:25])([CH3:24])[CH3:23])=[O:20])[CH2:15][CH2:14]1)#[N:10], predict the reactants needed to synthesize it. The reactants are: [NH2:1][C@H:2]1[CH2:7][CH2:6][CH2:5][CH2:4][C@@H:3]1[CH2:8][C:9]#[N:10].[Na].O=[C:13]1[CH2:18][CH2:17][N:16]([C:19]([O:21][C:22]([CH3:25])([CH3:24])[CH3:23])=[O:20])[CH2:15][CH2:14]1.C([BH3-])#N.[Na+]. (4) Given the product [CH3:3][O:4][C:5]1[CH:6]=[CH:7][C:8]([NH:11][C:12]2[CH:17]=[CH:16][CH:15]=[CH:14][C:13]=2[NH:18][C:24]([C:20]2[NH:19][CH:23]=[CH:22][CH:21]=2)=[O:25])=[CH:9][CH:10]=1, predict the reactants needed to synthesize it. The reactants are: Cl.Cl.[CH3:3][O:4][C:5]1[CH:10]=[CH:9][C:8]([NH:11][C:12]2[C:13]([NH2:18])=[CH:14][CH:15]=[CH:16][CH:17]=2)=[CH:7][CH:6]=1.[NH:19]1[CH:23]=[CH:22][CH:21]=[C:20]1[C:24](O)=[O:25].CCN(CC)CC. (5) Given the product [Cl:30][C:10]1[CH:11]=[C:12]([CH:28]=[CH:29][C:9]=1[OH:8])[CH2:13][N:14]([N:23]1[CH:24]=[N:25][N:26]=[CH:27]1)[C:15]1[CH:16]=[CH:17][C:18]([C:19]#[N:20])=[CH:21][CH:22]=1, predict the reactants needed to synthesize it. The reactants are: C([O:8][C:9]1[CH:29]=[CH:28][C:12]([CH2:13][N:14]([N:23]2[CH:27]=[N:26][N:25]=[CH:24]2)[C:15]2[CH:22]=[CH:21][C:18]([C:19]#[N:20])=[CH:17][CH:16]=2)=[CH:11][C:10]=1[Cl:30])C1C=CC=CC=1. (6) Given the product [Br:19][C:16]1[CH:17]=[CH:18][C:13]([C:10]2[CH2:9][C@@H:8]([CH2:7][OH:6])[O:12][N:11]=2)=[N:14][CH:15]=1, predict the reactants needed to synthesize it. The reactants are: C([O:6][CH2:7][C@H:8]1[O:12][N:11]=[C:10]([C:13]2[CH:18]=[CH:17][C:16]([Br:19])=[CH:15][N:14]=2)[CH2:9]1)(=O)CCC.[OH-].[Na+].Cl. (7) The reactants are: CSC.B.[CH3:5][N:6]([CH2:10][C:11]1[CH:18]=[CH:17][C:14]([C:15]#[N:16])=[CH:13][CH:12]=1)[CH:7]([CH3:9])[CH3:8].CO.Cl. Given the product [CH3:5][N:6]([CH2:10][C:11]1[CH:12]=[CH:13][C:14]([CH2:15][NH2:16])=[CH:17][CH:18]=1)[CH:7]([CH3:9])[CH3:8], predict the reactants needed to synthesize it. (8) The reactants are: [OH:1][CH2:2][C:3]1[S:11][C:10]2[CH2:9][CH2:8][N:7]([C:12]([O:14][C:15]([CH3:18])([CH3:17])[CH3:16])=[O:13])[CH2:6][C:5]=2[CH:4]=1.C(N(CC)CC)C.[CH3:26][S:27](Cl)(=[O:29])=[O:28]. Given the product [CH3:26][S:27]([O:1][CH2:2][C:3]1[S:11][C:10]2[CH2:9][CH2:8][N:7]([C:12]([O:14][C:15]([CH3:18])([CH3:17])[CH3:16])=[O:13])[CH2:6][C:5]=2[CH:4]=1)(=[O:29])=[O:28], predict the reactants needed to synthesize it.